This data is from Forward reaction prediction with 1.9M reactions from USPTO patents (1976-2016). The task is: Predict the product of the given reaction. Given the reactants Br[C:2]1[CH:7]=[CH:6][C:5]([C:8]2[CH:13]=[CH:12][C:11]([N+:14]([O-:16])=[O:15])=[CH:10][CH:9]=2)=[CH:4][CH:3]=1.C(=O)([O-])[O-].[Cs+].[Cs+].[C:23]([O:31][CH2:32][CH3:33])(=[O:30])[CH2:24][C:25]([O:27][CH2:28][CH3:29])=[O:26], predict the reaction product. The product is: [N+:14]([C:11]1[CH:12]=[CH:13][C:8]([C:5]2[CH:6]=[CH:7][C:2]([CH:24]([C:25]([O:27][CH2:28][CH3:29])=[O:26])[C:23]([O:31][CH2:32][CH3:33])=[O:30])=[CH:3][CH:4]=2)=[CH:9][CH:10]=1)([O-:16])=[O:15].